From a dataset of CYP3A4 inhibition data for predicting drug metabolism from PubChem BioAssay. Regression/Classification. Given a drug SMILES string, predict its absorption, distribution, metabolism, or excretion properties. Task type varies by dataset: regression for continuous measurements (e.g., permeability, clearance, half-life) or binary classification for categorical outcomes (e.g., BBB penetration, CYP inhibition). Dataset: cyp3a4_veith. (1) The drug is CS(=O)(=O)Nc1cccc(-c2ccc3ncnc(NC4CCNCC4)c3c2)c1. The result is 0 (non-inhibitor). (2) The result is 1 (inhibitor). The compound is COc1ccccc1OC(C)c1nnc(SCC(=O)Nc2c(C)n(C)n(-c3ccccc3)c2=O)n1-c1ccccc1.